The task is: Predict the reaction yield, written as a fraction of the theoretical maximum amount of product (1.0 means a 100% yield; for example, 0.34 means a 34% yield).. This data is from Reaction yield outcomes from USPTO patents with 853,638 reactions. The reactants are [CH2:1]([S:3]([C:6]1[CH:11]=[CH:10][C:9]([CH3:12])=[CH:8][CH:7]=1)(=[O:5])=[O:4])[CH3:2].[Br:13]N1C(=O)CCC1=O.N(C(C)(C)C#N)=NC(C)(C)C#N. The catalyst is C(Cl)(Cl)(Cl)Cl. The product is [Br:13][CH2:12][C:9]1[CH:10]=[CH:11][C:6]([S:3]([CH2:1][CH3:2])(=[O:5])=[O:4])=[CH:7][CH:8]=1. The yield is 0.980.